Dataset: Catalyst prediction with 721,799 reactions and 888 catalyst types from USPTO. Task: Predict which catalyst facilitates the given reaction. Reactant: C(OP([CH:9]([CH3:15])[C:10]([O:12][CH2:13][CH3:14])=[O:11])(OCC)=O)C.[Li]CCCC.[F:21][C:22]1[CH:27]=[CH:26][C:25]([CH:28]2[CH2:30]O2)=[CH:24][CH:23]=1. Product: [F:21][C:22]1[CH:27]=[CH:26][C:25]([CH:28]2[CH2:30][C@@:9]2([CH3:15])[C:10]([O:12][CH2:13][CH3:14])=[O:11])=[CH:24][CH:23]=1. The catalyst class is: 57.